From a dataset of Full USPTO retrosynthesis dataset with 1.9M reactions from patents (1976-2016). Predict the reactants needed to synthesize the given product. (1) Given the product [CH3:13][C:10]([CH3:11])([CH3:12])[C@H:9]([C:14]([N:27]1[CH2:28][CH2:29][CH2:30][C@H:26]1[C:25]([NH:24][CH2:23][C:22]1[CH:32]=[C:18]([Cl:17])[CH:19]=[CH:20][C:21]=1[N:33]1[CH:37]=[N:36][CH:35]=[N:34]1)=[O:31])=[O:16])[NH2:8], predict the reactants needed to synthesize it. The reactants are: C(OC([NH:8][C@@H:9]([C:14]([OH:16])=O)[C:10]([CH3:13])([CH3:12])[CH3:11])=O)(C)(C)C.[Cl:17][C:18]1[CH:19]=[CH:20][C:21]([N:33]2[CH:37]=[N:36][CH:35]=[N:34]2)=[C:22]([CH:32]=1)[CH2:23][NH:24][C:25](=[O:31])[C@@H:26]1[CH2:30][CH2:29][CH2:28][NH:27]1.C(Cl)CCl.C1C=NC2N(O)N=NC=2C=1.CCN(C(C)C)C(C)C. (2) Given the product [C:12]1([C:18]2[CH:26]=[CH:25][C:21]([C:22]([NH:1][C:2]3[CH:11]=[C:10]4[C:5]([CH:6]=[CH:7][CH:8]=[N:9]4)=[CH:4][CH:3]=3)=[O:23])=[CH:20][N:19]=2)[CH:13]=[CH:14][CH:15]=[CH:16][CH:17]=1, predict the reactants needed to synthesize it. The reactants are: [NH2:1][C:2]1[CH:11]=[C:10]2[C:5]([CH:6]=[CH:7][CH:8]=[N:9]2)=[CH:4][CH:3]=1.[C:12]1([C:18]2[CH:26]=[CH:25][C:21]([C:22](O)=[O:23])=[CH:20][N:19]=2)[CH:17]=[CH:16][CH:15]=[CH:14][CH:13]=1. (3) Given the product [Cl:21][C:5]1[C:6]([NH:8][C:9]2[CH:14]=[CH:13][CH:12]=[CH:11][C:10]=2[NH:15][S:16]([CH2:19][CH3:20])(=[O:18])=[O:17])=[N:7][C:2]([NH:22][C:23]2[CH:24]=[C:25]([CH:29]=[CH:30][C:31]=2[O:32][CH3:33])[C:26]([OH:28])=[O:27])=[N:3][CH:4]=1, predict the reactants needed to synthesize it. The reactants are: Cl[C:2]1[N:7]=[C:6]([NH:8][C:9]2[CH:14]=[CH:13][CH:12]=[CH:11][C:10]=2[NH:15][S:16]([CH2:19][CH3:20])(=[O:18])=[O:17])[C:5]([Cl:21])=[CH:4][N:3]=1.[NH2:22][C:23]1[CH:24]=[C:25]([CH:29]=[CH:30][C:31]=1[O:32][CH3:33])[C:26]([OH:28])=[O:27]. (4) Given the product [CH3:1][Si:2]([CH3:19])([CH3:18])[CH2:3][CH2:4][O:5][C:6]([NH:8][CH2:9][CH2:10][CH2:11][CH2:12][CH2:13]/[CH:14]=[CH:15]/[CH2:24][C:26]([OH:28])=[O:27])=[O:7], predict the reactants needed to synthesize it. The reactants are: [CH3:1][Si:2]([CH3:19])([CH3:18])[CH2:3][CH2:4][O:5][C:6]([NH:8][CH2:9][CH2:10][CH2:11][CH2:12][CH2:13][CH2:14][C:15]([O-])=O)=[O:7].CO.[C:26]([OH:28])(=[O:27])[CH2:24][C:24]([CH2:24][C:26]([OH:28])=[O:27])([C:26]([OH:28])=[O:27])O.C(N(CC)CC)C.C(O)(=O)CC(O)=O.CN(C)C=O.P([O-])(O)(O)=O.[K+].